Regression/Classification. Given a drug SMILES string, predict its absorption, distribution, metabolism, or excretion properties. Task type varies by dataset: regression for continuous measurements (e.g., permeability, clearance, half-life) or binary classification for categorical outcomes (e.g., BBB penetration, CYP inhibition). Dataset: cyp3a4_substrate_carbonmangels. From a dataset of CYP3A4 substrate classification data from Carbon-Mangels et al.. (1) The compound is CO[C@H]1C=CO[C@@]2(C)Oc3c(C)c(O)c4c(O)c(c(/C=N\N5CCN(C6CCCC6)CC5)c(O)c4c3C2=O)NC(=O)C(C)=CC=C[C@H](C)[C@H](O)[C@@H](C)[C@@H](O)[C@@H](C)[C@H](OC(C)=O)[C@H]1C. The result is 0 (non-substrate). (2) The molecule is C[C@@H]1C[C@H]2[C@@H]3CCC4=CC(=O)C=C[C@]4(C)C3=CC[C@]2(C)[C@H]1C(=O)CN1CCN(c2cc(N3CCCC3)nc(N3CCCC3)n2)CC1. The result is 1 (substrate). (3) The molecule is CC[C@@]1(c2ccncc2)CCC(=O)NC1=O. The result is 0 (non-substrate). (4) The molecule is Nc1ccc(S(=O)(=O)Nc2ccccn2)cc1. The result is 0 (non-substrate). (5) The result is 1 (substrate). The molecule is NNc1nnc(NN)c2ccccc12.